From a dataset of Full USPTO retrosynthesis dataset with 1.9M reactions from patents (1976-2016). Predict the reactants needed to synthesize the given product. (1) Given the product [CH2:1]([N:3]1[CH:7]=[C:6]([C:8]2[CH:9]=[C:10]([NH:11][C:29]([NH:28][C:26]3[CH:25]=[CH:24][C:23]([I:31])=[C:22]([F:21])[CH:27]=3)=[O:30])[CH:12]=[CH:13][CH:14]=2)[C:5]([C:15]2[CH:16]=[CH:17][N:18]=[CH:19][CH:20]=2)=[N:4]1)[CH3:2], predict the reactants needed to synthesize it. The reactants are: [CH2:1]([N:3]1[CH:7]=[C:6]([C:8]2[CH:9]=[C:10]([CH:12]=[CH:13][CH:14]=2)[NH2:11])[C:5]([C:15]2[CH:20]=[CH:19][N:18]=[CH:17][CH:16]=2)=[N:4]1)[CH3:2].[F:21][C:22]1[CH:27]=[C:26]([N:28]=[C:29]=[O:30])[CH:25]=[CH:24][C:23]=1[I:31]. (2) Given the product [CH3:1][O:2][C:3]1[CH:4]=[C:5]2[C:10](=[CH:11][C:12]=1[CH3:13])[NH:9][CH:8]=[C:7]([C:14]([OH:16])=[O:15])[C:6]2=[O:19], predict the reactants needed to synthesize it. The reactants are: [CH3:1][O:2][C:3]1[CH:4]=[C:5]2[C:10](=[CH:11][C:12]=1[CH3:13])[NH:9][CH:8]=[C:7]([C:14]([O:16]CC)=[O:15])[C:6]2=[O:19]. (3) Given the product [Cl:27][C:2]1[N:7]=[C:6]2[CH2:8][CH2:9][CH2:10][C:5]2=[C:4]([C:11]2[CH:16]=[CH:15][CH:14]=[CH:13][CH:12]=2)[C:3]=1[C:17]#[N:18], predict the reactants needed to synthesize it. The reactants are: N[C:2]1[N:7]=[C:6]2[CH2:8][CH2:9][CH2:10][C:5]2=[C:4]([C:11]2[CH:16]=[CH:15][CH:14]=[CH:13][CH:12]=2)[C:3]=1[C:17]#[N:18].N(OCCC(C)C)=O.[ClH:27]. (4) Given the product [CH3:9][N:6]1[CH:7]=[CH:8][C:4]([CH:1]([NH:12][CH2:11][CH2:10][NH2:13])[CH3:2])=[CH:5]1, predict the reactants needed to synthesize it. The reactants are: [C:1]([C:4]1[CH:8]=[CH:7][N:6]([CH3:9])[CH:5]=1)(=O)[CH3:2].[CH2:10]([NH2:13])[CH2:11][NH2:12].O.C1(C)C=CC(S(O)(=O)=O)=CC=1.[BH4-].[Na+].Cl. (5) Given the product [CH2:25]([C:22]1[CH:23]=[CH:24][C:19]([C:18]([N:14]([CH2:13][C@H:11]2[C@H:10]([NH:34][S:43]([CH2:42][C:39]3[CH:40]=[CH:41][C:36]([F:35])=[CH:37][CH:38]=3)(=[O:44])=[O:45])[CH2:9][NH:8][CH2:12]2)[CH:15]([CH3:17])[CH3:16])=[O:33])=[CH:20][C:21]=1[O:27][CH2:28][CH2:29][CH2:30][O:31][CH3:32])[CH3:26], predict the reactants needed to synthesize it. The reactants are: C(OC([N:8]1[CH2:12][C@@H:11]([CH2:13][N:14]([C:18](=[O:33])[C:19]2[CH:24]=[CH:23][C:22]([CH2:25][CH3:26])=[C:21]([O:27][CH2:28][CH2:29][CH2:30][O:31][CH3:32])[CH:20]=2)[CH:15]([CH3:17])[CH3:16])[C@H:10]([NH2:34])[CH2:9]1)=O)(C)(C)C.[F:35][C:36]1[CH:41]=[CH:40][C:39]([CH2:42][S:43](Cl)(=[O:45])=[O:44])=[CH:38][CH:37]=1.CC#N.O.CC#N. (6) Given the product [OH:6][C@@H:2]1[CH2:3][CH2:4][CH2:5][C@H:1]1[O:13][C:14]1[CH:21]=[CH:20][C:17]([CH:18]=[O:19])=[CH:16][CH:15]=1, predict the reactants needed to synthesize it. The reactants are: [CH:1]12[O:6][CH:2]1[CH2:3][CH2:4][CH2:5]2.CC(C)([O-])C.[K+].[OH:13][C:14]1[CH:21]=[CH:20][C:17]([CH:18]=[O:19])=[CH:16][CH:15]=1. (7) Given the product [Br:1][C:2]1[CH:3]=[C:4]([C:5]2([C:6]#[N:7])[CH2:13][CH2:12]2)[CH:8]=[CH:9][CH:10]=1, predict the reactants needed to synthesize it. The reactants are: [Br:1][C:2]1[CH:3]=[C:4]([CH:8]=[CH:9][CH:10]=1)[CH2:5][C:6]#[N:7].Br[CH2:12][CH2:13]Cl.[OH-].[Na+]. (8) Given the product [NH2:21][CH:18]1[CH2:19][CH2:20][N:15]([CH2:14][CH2:13][N:8]2[C:7]3[CH:30]=[C:3]([C:1]#[N:2])[CH:4]=[CH:5][C:6]=3[O:11][CH2:10][C:9]2=[O:12])[C:16](=[O:29])[CH2:17]1, predict the reactants needed to synthesize it. The reactants are: [C:1]([C:3]1[CH:4]=[CH:5][C:6]2[O:11][CH2:10][C:9](=[O:12])[N:8]([CH2:13][CH2:14][N:15]3[CH2:20][CH2:19][CH:18]([NH:21]C(=O)OC(C)(C)C)[CH2:17][C:16]3=[O:29])[C:7]=2[CH:30]=1)#[N:2].FC(F)(F)C(O)=O.NC1CCN(CCN2C3C=C(OC)C=CC=3COC2=O)CC1.